This data is from Catalyst prediction with 721,799 reactions and 888 catalyst types from USPTO. The task is: Predict which catalyst facilitates the given reaction. (1) Reactant: [Cl:1][C:2]1[CH:3]=[C:4]([N:13]([CH2:31][CH3:32])[C@H:14]2[CH2:19][CH2:18][C@H:17]([N:20]([CH2:22][C:23]3[CH:28]=[CH:27][CH:26]=[C:25]([O:29][CH3:30])[CH:24]=3)[CH3:21])[CH2:16][CH2:15]2)[C:5]([CH3:12])=[C:6]([CH:11]=1)[C:7]([O:9]C)=[O:8].[OH-].[Na+]. Product: [Cl:1][C:2]1[CH:3]=[C:4]([N:13]([CH2:31][CH3:32])[C@H:14]2[CH2:15][CH2:16][C@H:17]([N:20]([CH2:22][C:23]3[CH:28]=[CH:27][CH:26]=[C:25]([O:29][CH3:30])[CH:24]=3)[CH3:21])[CH2:18][CH2:19]2)[C:5]([CH3:12])=[C:6]([CH:11]=1)[C:7]([OH:9])=[O:8]. The catalyst class is: 14. (2) Reactant: [NH:1]1[CH2:6][CH2:5][O:4][CH2:3][CH2:2]1.Cl[C:8]1[N:13]=[CH:12][C:11]2[C:14](=[C:19]3[C:27]4[C:22](=[CH:23][CH:24]=[CH:25][CH:26]=4)[NH:21][C:20]3=[O:28])[O:15][CH:16]([CH2:17][CH3:18])[C:10]=2[CH:9]=1. Product: [CH2:17]([CH:16]1[C:10]2[CH:9]=[C:8]([N:1]3[CH2:6][CH2:5][O:4][CH2:3][CH2:2]3)[N:13]=[CH:12][C:11]=2[C:14](=[C:19]2[C:27]3[C:22](=[CH:23][CH:24]=[CH:25][CH:26]=3)[NH:21][C:20]2=[O:28])[O:15]1)[CH3:18]. The catalyst class is: 32. (3) Reactant: CCOC(/N=N/C(OCC)=O)=O.C1(P(C2C=CC=CC=2)C2C=CC=CC=2)C=CC=CC=1.[F:32][C:33]1[CH:38]=[CH:37][C:36]([CH:39]([CH3:44])[C:40]([O:42][CH3:43])=[O:41])=[C:35]([OH:45])[CH:34]=1.[CH3:46][C:47]1([CH3:55])[O:51][C@@:50]([CH2:53]O)([CH3:52])[CH2:49][O:48]1. Product: [F:32][C:33]1[CH:38]=[CH:37][C:36]([CH:39]([CH3:44])[C:40]([O:42][CH3:43])=[O:41])=[C:35]([O:45][CH2:52][C@:50]2([CH3:53])[CH2:49][O:48][C:47]([CH3:55])([CH3:46])[O:51]2)[CH:34]=1. The catalyst class is: 1.